Dataset: Reaction yield outcomes from USPTO patents with 853,638 reactions. Task: Predict the reaction yield, written as a fraction of the theoretical maximum amount of product (1.0 means a 100% yield; for example, 0.34 means a 34% yield). (1) The reactants are [CH3:1][C:2]1[N:3]=[C:4]([C:12]2[CH:17]=[CH:16][C:15]([N+:18]([O-])=O)=[CH:14][CH:13]=2)[S:5][C:6]=1[C:7]([O:9][CH2:10][CH3:11])=[O:8].C([O-])=O.[NH4+]. The catalyst is [Pd].CO. The product is [NH2:18][C:15]1[CH:14]=[CH:13][C:12]([C:4]2[S:5][C:6]([C:7]([O:9][CH2:10][CH3:11])=[O:8])=[C:2]([CH3:1])[N:3]=2)=[CH:17][CH:16]=1. The yield is 0.750. (2) The reactants are Cl.[CH2:2]([O:9][C:10]1[C:11]([NH:17][C:18]2[S:19][CH:20]=[C:21]([CH3:23])[N:22]=2)=[N:12][CH:13]=[C:14](Br)[CH:15]=1)[C:3]1[CH:8]=[CH:7][CH:6]=[CH:5][CH:4]=1.[Li]C.C([Li])CCC.[CH:31](=[O:33])[CH3:32]. No catalyst specified. The product is [CH2:2]([O:9][C:10]1[CH:15]=[C:14]([CH:31]([OH:33])[CH3:32])[CH:13]=[N:12][C:11]=1[NH:17][C:18]1[S:19][CH:20]=[C:21]([CH3:23])[N:22]=1)[C:3]1[CH:8]=[CH:7][CH:6]=[CH:5][CH:4]=1. The yield is 0.588. (3) The yield is 0.670. No catalyst specified. The product is [CH:8]12[CH2:7][CH:6]([CH:10]=[CH:9]1)[CH2:5][CH:4]2[CH2:3][OH:14]. The reactants are C1[CH:5]2[CH:6]3[CH:10]=[CH:9][CH:8]([CH:4]2[CH:3]=C1)[CH2:7]3.C([OH:14])C=C. (4) The reactants are Cl[C:2]1[C:11]2[C:6](=[CH:7][C:8]([C:12]([O:14][CH3:15])=[O:13])=[CH:9][CH:10]=2)[N:5]=[C:4]([C:16]([F:25])([F:24])[C:17]2[CH:22]=[CH:21][C:20]([F:23])=[CH:19][CH:18]=2)[N:3]=1.[CH3:26][C:27]1[NH:31][N:30]=[C:29]([NH2:32])[CH:28]=1.CCN(C(C)C)C(C)C. The catalyst is CN(C=O)C.O. The product is [F:25][C:16]([F:24])([C:17]1[CH:18]=[CH:19][C:20]([F:23])=[CH:21][CH:22]=1)[C:4]1[N:3]=[C:2]([NH:32][C:29]2[CH:28]=[C:27]([CH3:26])[NH:31][N:30]=2)[C:11]2[C:6](=[CH:7][C:8]([C:12]([O:14][CH3:15])=[O:13])=[CH:9][CH:10]=2)[N:5]=1. The yield is 1.00. (5) The reactants are [Cl:1][C:2]1[S:3][CH:4]=[C:5]([C:7]([OH:9])=O)[N:6]=1.[CH2:10]([NH2:12])[CH3:11].CN(C(ON1N=NC2C=CC=NC1=2)=[N+](C)C)C.F[P-](F)(F)(F)(F)F.CCN(C(C)C)C(C)C. The catalyst is CN(C=O)C. The product is [Cl:1][C:2]1[S:3][CH:4]=[C:5]([C:7]([NH:12][CH2:10][CH3:11])=[O:9])[N:6]=1. The yield is 0.590. (6) The reactants are [N:1]1([C:7]2[CH:15]=[CH:14][CH:13]=[C:12]3[C:8]=2[CH:9]=[CH:10][NH:11]3)[CH2:6][CH2:5][NH:4][CH2:3][CH2:2]1.I[CH2:17][CH2:18][CH:19]1[CH2:27][C:26]2[C:21](=[CH:22][CH:23]=[CH:24][CH:25]=2)[CH2:20]1.C([O-])([O-])=O.[K+].[K+].C(C(C)=O)C(C)C. The catalyst is CN1CCCC1=O. The product is [CH2:20]1[C:21]2[C:26](=[CH:25][CH:24]=[CH:23][CH:22]=2)[CH2:27][CH:19]1[CH2:18][CH2:17][N:4]1[CH2:3][CH2:2][N:1]([C:7]2[CH:15]=[CH:14][CH:13]=[C:12]3[C:8]=2[CH:9]=[CH:10][NH:11]3)[CH2:6][CH2:5]1. The yield is 0.470. (7) The reactants are [NH2:1][C@@H:2]([CH3:18])[CH2:3][N:4]1[CH:8]=[CH:7][C:6]([C:9]2[CH:16]=[CH:15][C:12]([C:13]#[N:14])=[C:11]([Cl:17])[CH:10]=2)=[N:5]1.[CH3:19][C:20]1[O:24][C:23]([C:25](O)=[O:26])=[N:22][N:21]=1. No catalyst specified. The product is [Cl:17][C:11]1[CH:10]=[C:9]([C:6]2[CH:7]=[CH:8][N:4]([CH2:3][C@@H:2]([NH:1][C:25]([C:23]3[O:24][C:20]([CH3:19])=[N:21][N:22]=3)=[O:26])[CH3:18])[N:5]=2)[CH:16]=[CH:15][C:12]=1[C:13]#[N:14]. The yield is 0.0370.